Task: Regression. Given a peptide amino acid sequence and an MHC pseudo amino acid sequence, predict their binding affinity value. This is MHC class I binding data.. Dataset: Peptide-MHC class I binding affinity with 185,985 pairs from IEDB/IMGT (1) The peptide sequence is FLEFEALGFL. The binding affinity (normalized) is 0.694. The MHC is HLA-A02:01 with pseudo-sequence HLA-A02:01. (2) The peptide sequence is GLAGTVLRFV. The MHC is HLA-A02:01 with pseudo-sequence HLA-A02:01. The binding affinity (normalized) is 0.567. (3) The peptide sequence is ATDKAAAAY. The MHC is HLA-A11:01 with pseudo-sequence HLA-A11:01. The binding affinity (normalized) is 0.378.